Predict the reactants needed to synthesize the given product. From a dataset of Full USPTO retrosynthesis dataset with 1.9M reactions from patents (1976-2016). (1) Given the product [F:12][C:10]1[CH:11]=[C:4]([CH2:1][CH2:2][CH3:3])[C:5]([OH:13])=[C:6]([CH:9]=1)[CH:7]=[O:8], predict the reactants needed to synthesize it. The reactants are: [CH2:1]([C:4]1[CH:11]=[C:10]([F:12])[CH:9]=[C:6]([CH:7]=[O:8])[C:5]=1[OH:13])[CH:2]=[CH2:3]. (2) Given the product [CH2:17]([O:24][CH2:25][CH2:26][O:27][CH2:28][CH2:29][O:30][C:31]1[CH:32]=[CH:33][C:34]([C:37]([C:39]2[CH:40]=[CH:41][CH:42]=[CH:43][CH:44]=2)([OH:38])[CH:9]([C:10]2[CH:15]=[CH:14][CH:13]=[CH:12][CH:11]=2)[CH2:8][CH2:7][OH:16])=[CH:35][CH:36]=1)[C:18]1[CH:23]=[CH:22][CH:21]=[CH:20][CH:19]=1, predict the reactants needed to synthesize it. The reactants are: [H-].[Al+3].[Li+].[H-].[H-].[H-].[CH:7](=[O:16])[CH:8]=[CH:9][C:10]1[CH:15]=[CH:14][CH:13]=[CH:12][CH:11]=1.[CH2:17]([O:24][CH2:25][CH2:26][O:27][CH2:28][CH2:29][O:30][C:31]1[CH:36]=[CH:35][C:34]([C:37]([C:39]2[CH:44]=[CH:43][CH:42]=[CH:41][CH:40]=2)=[O:38])=[CH:33][CH:32]=1)[C:18]1[CH:23]=[CH:22][CH:21]=[CH:20][CH:19]=1. (3) Given the product [C:3]([O:6][CH2:7][C:8]1[CH:13]=[CH:12][C:11]([O:14][CH2:16][O:17][CH2:18][CH2:19][O:20][CH3:21])=[C:10]([Cl:15])[CH:9]=1)(=[O:5])[CH3:4], predict the reactants needed to synthesize it. The reactants are: [H-].[Na+].[C:3]([O:6][CH2:7][C:8]1[CH:13]=[CH:12][C:11]([OH:14])=[C:10]([Cl:15])[CH:9]=1)(=[O:5])[CH3:4].[CH3:16][O:17][CH2:18][CH2:19][O:20][CH2:21]Cl.O. (4) Given the product [C:1](/[CH:3]=[CH:4]/[S:5]([C:8]1[CH:9]=[CH:10][C:11]([C:14]([CH3:19])([CH3:18])[C:15]([NH:23][CH2:22][CH:21]([F:24])[F:20])=[O:17])=[CH:12][CH:13]=1)(=[O:6])=[O:7])#[N:2], predict the reactants needed to synthesize it. The reactants are: [C:1](/[CH:3]=[CH:4]/[S:5]([C:8]1[CH:13]=[CH:12][C:11]([C:14]([CH3:19])([CH3:18])[C:15]([OH:17])=O)=[CH:10][CH:9]=1)(=[O:7])=[O:6])#[N:2].[F:20][CH:21]([F:24])[CH2:22][NH2:23].Cl.CN(C)CCCN=C=NCC.ON1C2C=CC=CC=2N=N1.C(=O)(O)[O-].[Na+]. (5) Given the product [S:9]1[CH:13]=[CH:12][CH:11]=[C:10]1/[CH:2]=[C:3]1/[CH:4]=[CH:5][C:6](=[O:8])[O:7]/1, predict the reactants needed to synthesize it. The reactants are: Br[CH:2]=[C:3]1[O:7][C:6](=[O:8])[CH:5]=[CH:4]1.[S:9]1[CH:13]=[CH:12][CH:11]=[C:10]1B(O)O.[F-].[Cs+].